This data is from Forward reaction prediction with 1.9M reactions from USPTO patents (1976-2016). The task is: Predict the product of the given reaction. (1) Given the reactants [P:1]([O-:42])([O-:41])([O:3][C:4](C(C)(C)C)(C(C)(C)C)[N:5]1[CH:10]=[CH:9][C:8]([NH:11][C:12](=[O:31])[C:13]2[CH:18]=[C:17]([C:19]([F:22])([F:21])[F:20])[CH:16]=[CH:15][C:14]=2[O:23][C:24]2[CH:29]=[CH:28][C:27]([F:30])=[CH:26][CH:25]=2)=[CH:7][C:6]1=[O:32])=[O:2], predict the reaction product. The product is: [P:1]([OH:42])([OH:41])([O:3][CH2:4][N:5]1[CH:10]=[CH:9][C:8]([NH:11][C:12](=[O:31])[C:13]2[CH:18]=[C:17]([C:19]([F:20])([F:22])[F:21])[CH:16]=[CH:15][C:14]=2[O:23][C:24]2[CH:29]=[CH:28][C:27]([F:30])=[CH:26][CH:25]=2)=[CH:7][C:6]1=[O:32])=[O:2]. (2) The product is: [CH2:3]([C:7]1[CH:8]=[CH:9][C:10]([NH:13][C:14](=[O:36])[N:15]([C:17]2[CH:18]=[C:19]([C:23]3[CH:24]=[CH:25][C:26]([CH2:29][CH2:30][C:31]([OH:33])=[O:32])=[CH:27][CH:28]=3)[CH:20]=[CH:21][CH:22]=2)[CH3:16])=[CH:11][CH:12]=1)[CH2:4][CH2:5][CH3:6]. Given the reactants [OH-].[Na+].[CH2:3]([C:7]1[CH:12]=[CH:11][C:10]([NH:13][C:14](=[O:36])[N:15]([C:17]2[CH:18]=[C:19]([C:23]3[CH:28]=[CH:27][C:26]([CH2:29][CH2:30][C:31]([O:33]CC)=[O:32])=[CH:25][CH:24]=3)[CH:20]=[CH:21][CH:22]=2)[CH3:16])=[CH:9][CH:8]=1)[CH2:4][CH2:5][CH3:6], predict the reaction product. (3) Given the reactants Cl.[CH3:2][CH:3]([CH3:10])[N:4]=[C:5]=[N:6][CH:7]([CH3:9])[CH3:8].[CH:11]1[CH:12]=[CH:13][C:14]2[N:19]([OH:20])[N:18]=[N:17][C:15]=2[CH:16]=1.O, predict the reaction product. The product is: [CH3:2][CH:3]([CH3:10])[N:4]=[C:5]=[N:6][CH:7]([CH3:9])[CH3:8].[CH:11]1[CH:12]=[CH:13][C:14]2[N:19]([OH:20])[N:18]=[N:17][C:15]=2[CH:16]=1. (4) Given the reactants [C:1]([O:5][C:6]([C:8]1[CH:13]=[C:12]([O:14][C:15]2[CH:24]=[C:23]3[C:18]([CH2:19][CH2:20][CH:21]([C:25](O)=[O:26])[CH2:22]3)=[CH:17][CH:16]=2)[CH:11]=[CH:10][N:9]=1)=[O:7])([CH3:4])([CH3:3])[CH3:2].[NH2:28][C:29]1[CH:30]=[C:31]([CH:34]=[C:35]([C:37]([F:40])([F:39])[F:38])[CH:36]=1)[C:32]#[N:33].CCN=C=NCCCN(C)C, predict the reaction product. The product is: [C:32]([C:31]1[CH:30]=[C:29]([NH:28][C:25]([CH:21]2[CH2:22][C:23]3[CH:24]=[C:15]([O:14][C:12]4[CH:11]=[CH:10][N:9]=[C:8]([C:6]([O:5][C:1]([CH3:2])([CH3:3])[CH3:4])=[O:7])[CH:13]=4)[CH:16]=[CH:17][C:18]=3[CH2:19][CH2:20]2)=[O:26])[CH:36]=[C:35]([C:37]([F:38])([F:39])[F:40])[CH:34]=1)#[N:33]. (5) Given the reactants [F:1][C:2]1[CH:7]=[C:6]([F:8])[CH:5]=[C:4]([F:9])[C:3]=1[CH:10]([C:16]([O:18]CC)=O)[C:11](OCC)=[O:12].C(N(CCCC)CCCC)CCC.[NH2:34][C:35]1[N:39]=[CH:38][NH:37][N:36]=1, predict the reaction product. The product is: [F:1][C:2]1[CH:7]=[C:6]([F:8])[CH:5]=[C:4]([F:9])[C:3]=1[C:10]1[C:16]([OH:18])=[N:34][C:35]2[N:36]([N:37]=[CH:38][N:39]=2)[C:11]=1[OH:12].